From a dataset of Cav3 T-type calcium channel HTS with 100,875 compounds. Binary Classification. Given a drug SMILES string, predict its activity (active/inactive) in a high-throughput screening assay against a specified biological target. (1) The compound is Fc1c(c2nn(CC(=O)Nc3c(NC(=O)C)cc4OCCOc4c3)c(=O)cc2)cccc1. The result is 0 (inactive). (2) The compound is Clc1c(C(=O)NCC(=O)NCC(=O)Nc2c(N3CCOCC3)cccc2)ccc(Cl)c1. The result is 0 (inactive).